Dataset: Reaction yield outcomes from USPTO patents with 853,638 reactions. Task: Predict the reaction yield, written as a fraction of the theoretical maximum amount of product (1.0 means a 100% yield; for example, 0.34 means a 34% yield). The reactants are [NH2:1][C@H:2]1[CH2:7][CH2:6][C@H:5]([NH:8][C:9]2[CH:10]=[C:11]([N:28](CC3C=CC(OC)=CC=3)[C:29]3[CH:34]=[CH:33][CH:32]=[CH:31][N:30]=3)[C:12]3[N:13]([C:15]([C:18]([NH:20][C:21]4[CH:26]=[CH:25][N:24]=[CH:23][C:22]=4[F:27])=[O:19])=[CH:16][N:17]=3)[N:14]=2)[CH2:4][CH2:3]1.CCN(C(C)C)C(C)C.[CH3:53][N:54]([CH3:58])[C:55](Cl)=[O:56]. The catalyst is C(Cl)Cl. The product is [CH3:53][N:54]([CH3:58])[C:55]([NH:1][C@H:2]1[CH2:3][CH2:4][C@H:5]([NH:8][C:9]2[CH:10]=[C:11]([NH:28][C:29]3[CH:34]=[CH:33][CH:32]=[CH:31][N:30]=3)[C:12]3[N:13]([C:15]([C:18]([NH:20][C:21]4[CH:26]=[CH:25][N:24]=[CH:23][C:22]=4[F:27])=[O:19])=[CH:16][N:17]=3)[N:14]=2)[CH2:6][CH2:7]1)=[O:56]. The yield is 0.452.